Task: Predict the product of the given reaction.. Dataset: Forward reaction prediction with 1.9M reactions from USPTO patents (1976-2016) (1) Given the reactants [F:1][C:2]1([F:33])[CH2:7][CH2:6][N:5]([C:8]([C:10]2[N:28](S(C)(=O)=O)[C:13]3=[N:14][CH:15]=[C:16]([O:18][CH2:19][CH2:20][CH2:21][N:22]4[CH2:26][CH2:25][CH2:24][C@H:23]4[CH3:27])[CH:17]=[C:12]3[CH:11]=2)=[O:9])[CH2:4][CH2:3]1.[H-].[Na+].[CH:36]1([CH2:39]Br)[CH2:38][CH2:37]1, predict the reaction product. The product is: [CH:36]1([CH2:39][N:28]2[C:13]3=[N:14][CH:15]=[C:16]([O:18][CH2:19][CH2:20][CH2:21][N:22]4[CH2:26][CH2:25][CH2:24][C@H:23]4[CH3:27])[CH:17]=[C:12]3[CH:11]=[C:10]2[C:8]([N:5]2[CH2:6][CH2:7][C:2]([F:33])([F:1])[CH2:3][CH2:4]2)=[O:9])[CH2:38][CH2:37]1. (2) Given the reactants [CH:1]1([C:6]2[CH:7]=[C:8]([CH:12]=[CH:13][C:14]=2[O:15][CH3:16])[C:9]([OH:11])=O)[CH2:5][CH2:4][CH2:3][CH2:2]1.C(Cl)(=O)C(Cl)=O.[Sn](Cl)(Cl)(Cl)Cl.[Br:28][C:29]1[CH:42]=[CH:41][C:32]([CH2:33][C:34]2[O:35][C:36]([CH3:40])=[C:37]([CH3:39])[CH:38]=2)=[CH:31][CH:30]=1, predict the reaction product. The product is: [Br:28][C:29]1[CH:42]=[CH:41][C:32]([CH2:33][C:34]2[O:35][C:36]([CH3:40])=[C:37]([CH3:39])[C:38]=2[C:9]([C:8]2[CH:12]=[CH:13][C:14]([O:15][CH3:16])=[C:6]([CH:1]3[CH2:2][CH2:3][CH2:4][CH2:5]3)[CH:7]=2)=[O:11])=[CH:31][CH:30]=1. (3) Given the reactants [C:1]([C:4]1[C:22](=[O:23])[C@@:8]2([CH3:24])[C:9]3[C:15]([OH:16])=[CH:14][C:13]([O:17][CH3:18])=[C:12]([C:19]([NH2:21])=[O:20])[C:10]=3[O:11][C:7]2=[CH:6][C:5]=1[OH:25])(=[O:3])[CH3:2].[CH:26]([C:28]1[C:29]([CH3:40])=[C:30]([CH:35]=[C:36]([CH3:39])[C:37]=1[CH3:38])[C:31]([O:33][CH3:34])=[O:32])=O.C([SiH](CC)CC)C.FC(F)(F)C(O)=O, predict the reaction product. The product is: [C:1]([C:4]1[C:22](=[O:23])[C@@:8]2([CH3:24])[C:9]3[C:15]([OH:16])=[CH:14][C:13]([O:17][CH3:18])=[C:12]([C:19]([NH:21][CH2:26][C:28]4[C:29]([CH3:40])=[C:30]([CH:35]=[C:36]([CH3:39])[C:37]=4[CH3:38])[C:31]([O:33][CH3:34])=[O:32])=[O:20])[C:10]=3[O:11][C:7]2=[CH:6][C:5]=1[OH:25])(=[O:3])[CH3:2]. (4) Given the reactants [Br:1][C:2]1[CH:3]=[C:4]([CH:7]=[CH:8][C:9]=1[F:10])[CH:5]=[O:6].[CH2:11](O)[CH2:12][OH:13].O, predict the reaction product. The product is: [Br:1][C:2]1[CH:3]=[C:4]([CH:5]2[O:13][CH2:12][CH2:11][O:6]2)[CH:7]=[CH:8][C:9]=1[F:10].